Dataset: Forward reaction prediction with 1.9M reactions from USPTO patents (1976-2016). Task: Predict the product of the given reaction. (1) Given the reactants [F:1][C:2]([F:58])([F:57])[C:3]1[CH:4]=[C:5]([CH:50]=[C:51]([C:53]([F:56])([F:55])[F:54])[CH:52]=1)[C:6]([N:8]1[CH2:13][CH2:12][O:11][C@:10]([CH2:22][CH2:23][N:24]2[CH2:29][CH2:28][C:27]3([C:37]4[C:32](=[CH:33][CH:34]=[CH:35][CH:36]=4)[CH2:31][C@@H:30]3[O:38][CH2:39][C:40]([N:42]([CH2:44][CH2:45][O:46][CH2:47][CH2:48][OH:49])[CH3:43])=[O:41])[CH2:26][CH2:25]2)([C:14]2[CH:19]=[CH:18][C:17]([Cl:20])=[C:16]([Cl:21])[CH:15]=2)[CH2:9]1)=[O:7].Cl.O1CCOCC1, predict the reaction product. The product is: [ClH:20].[F:56][C:53]([F:54])([F:55])[C:51]1[CH:50]=[C:5]([CH:4]=[C:3]([C:2]([F:58])([F:57])[F:1])[CH:52]=1)[C:6]([N:8]1[CH2:13][CH2:12][O:11][C@:10]([CH2:22][CH2:23][N:24]2[CH2:29][CH2:28][C:27]3([C:37]4[C:32](=[CH:33][CH:34]=[CH:35][CH:36]=4)[CH2:31][C@@H:30]3[O:38][CH2:39][C:40]([N:42]([CH2:44][CH2:45][O:46][CH2:47][CH2:48][OH:49])[CH3:43])=[O:41])[CH2:26][CH2:25]2)([C:14]2[CH:19]=[CH:18][C:17]([Cl:20])=[C:16]([Cl:21])[CH:15]=2)[CH2:9]1)=[O:7]. (2) Given the reactants [C:1]1([C:11]([OH:13])=[O:12])[C:10]2[C:5](=[CH:6][CH:7]=[CH:8][CH:9]=2)[CH:4]=[CH:3][CH:2]=1.[CH2:14](Br)[CH:15]=[CH2:16], predict the reaction product. The product is: [CH2:16]([O:12][C:11]([C:1]1[C:10]2[C:5](=[CH:6][CH:7]=[CH:8][CH:9]=2)[CH:4]=[CH:3][CH:2]=1)=[O:13])[CH:15]=[CH2:14]. (3) The product is: [C:3]([O:4][C@@H:3]1[C@@H:5]([O:6][C:5](=[O:6])[CH3:7])[C@@H:7]([O:8][C:34](=[O:33])[CH3:35])[C@@H:9]([CH2:11][O:12][C:17](=[O:19])[CH3:18])[O:10][C@H:2]1[S:26][C:20]1[CH:25]=[CH:24][CH:23]=[CH:22][CH:21]=1)(=[O:4])[CH3:2]. Given the reactants O=[CH:2][C@@H:3]([C@H:5]([C@H:7]([C@@H:9]([CH2:11][OH:12])[OH:10])[OH:8])[OH:6])[OH:4].C(O[C:17](=[O:19])[CH3:18])(=O)C.[C:20]1([SH:26])[CH:25]=[CH:24][CH:23]=[CH:22][CH:21]=1.B(F)(F)F.CC[O:33][CH2:34][CH3:35], predict the reaction product. (4) Given the reactants ClC1C=C(C2C=CC([NH:14][C:15]([NH:17][C:18]3[CH:23]=[CH:22][C:21]([O:24][C:25]4[CH:30]=[CH:29][N:28]=[C:27]([NH:31][CH2:32][CH2:33][CH2:34][CH2:35][N:36]([CH3:38])[CH3:37])[N:26]=4)=[CH:20][C:19]=3[CH3:39])=[O:16])=CC=2C(F)(F)F)C=CC=1.[Br:44][C:45]1[CH:50]=[CH:49][C:48]([C:51]2[CH:56]=[CH:55][C:54](N)=[CH:53][C:52]=2[C:58]([F:61])([F:60])[F:59])=[CH:47][CH:46]=1, predict the reaction product. The product is: [Br:44][C:45]1[CH:46]=[CH:47][C:48]([C:51]2[CH:56]=[CH:55][CH:54]=[C:53]([NH:14][C:15]([NH:17][C:18]3[CH:23]=[CH:22][C:21]([O:24][C:25]4[CH:30]=[CH:29][N:28]=[C:27]([NH:31][CH2:32][CH2:33][CH2:34][CH2:35][N:36]([CH3:38])[CH3:37])[N:26]=4)=[CH:20][C:19]=3[CH3:39])=[O:16])[C:52]=2[C:58]([F:59])([F:60])[F:61])=[CH:49][CH:50]=1. (5) Given the reactants [CH3:1][C@@H:2]1[CH2:6][CH2:5][CH2:4][N:3]1[CH2:7][CH2:8][CH2:9][O:10][C:11]1[CH:16]=[CH:15][C:14]([C:17]2[CH2:18][CH:19]([C:24]3[CH:29]=[CH:28][CH:27]=[CH:26][N:25]=3)[C:20](=[O:23])[NH:21][N:22]=2)=[CH:13][CH:12]=1.C(=O)([O-])[O-].[Cs+].[Cs+], predict the reaction product. The product is: [CH3:1][C@@H:2]1[CH2:6][CH2:5][CH2:4][N:3]1[CH2:7][CH2:8][CH2:9][O:10][C:11]1[CH:12]=[CH:13][C:14]([C:17]2[CH:18]=[C:19]([C:24]3[CH:29]=[CH:28][CH:27]=[CH:26][N:25]=3)[C:20](=[O:23])[NH:21][N:22]=2)=[CH:15][CH:16]=1. (6) Given the reactants [N:1]1([CH2:7][CH2:8][CH2:9][O:10][C:11]2[N:20]=[C:19]3[C:14]([CH2:15][CH2:16][C:17](=[O:21])[NH:18]3)=[CH:13][CH:12]=2)[CH2:6][CH2:5][NH:4][CH2:3][CH2:2]1.Br[C:23]1[C:32]2[C:27](=[CH:28][CH:29]=[CH:30][CH:31]=2)[CH:26]=[CH:25][CH:24]=1, predict the reaction product. The product is: [C:31]1([N:4]2[CH2:5][CH2:6][N:1]([CH2:7][CH2:8][CH2:9][O:10][C:11]3[N:20]=[C:19]4[C:14]([CH2:15][CH2:16][C:17](=[O:21])[NH:18]4)=[CH:13][CH:12]=3)[CH2:2][CH2:3]2)[C:32]2[C:27](=[CH:26][CH:25]=[CH:24][CH:23]=2)[CH:28]=[CH:29][CH:30]=1. (7) Given the reactants [F:1][C:2]([F:25])([F:24])[C:3]1[CH:11]=[C:10]2[C:6](/[C:7](=[CH:13]/[C:14]3[NH:18][C:17]([CH3:19])=[C:16]([C:20](O)=[O:21])[C:15]=3[CH3:23])/[C:8](=[O:12])[NH:9]2)=[CH:5][CH:4]=1.Cl.C(N=C=NCCCN(C)C)C.OC1C2N=NNC=2C=CC=1.C(N(CC)CC)C.[NH2:55][C:56]1[CH:61]=[CH:60][CH:59]=[CH:58][C:57]=1[NH:62][C:63](=[O:74])[C:64]1[CH:69]=[CH:68][C:67]([NH:70][CH2:71][CH2:72][NH2:73])=[N:66][CH:65]=1, predict the reaction product. The product is: [NH2:55][C:56]1[CH:61]=[CH:60][CH:59]=[CH:58][C:57]=1[NH:62][C:63](=[O:74])[C:64]1[CH:69]=[CH:68][C:67]([NH:70][CH2:71][CH2:72][NH:73][C:20]([C:16]2[C:15]([CH3:23])=[C:14](/[CH:13]=[C:7]3\[C:8](=[O:12])[NH:9][C:10]4[C:6]\3=[CH:5][CH:4]=[C:3]([C:2]([F:25])([F:1])[F:24])[CH:11]=4)[NH:18][C:17]=2[CH3:19])=[O:21])=[N:66][CH:65]=1. (8) The product is: [O:32]1[C:36]2[CH:37]=[CH:38][C:39]([C:41]3([C:44]([NH:46][C:47]4[CH:52]=[CH:51][C:50]([CH:53]([C:54]5[CH:59]=[CH:58][CH:57]=[CH:56][C:55]=5[O:60][CH3:61])[O:62][CH2:63][CH2:64][CH3:65])=[CH:49][N:48]=4)=[O:45])[CH2:43][CH2:42]3)=[CH:40][C:35]=2[O:34][CH2:33]1. Given the reactants O1C2C=CC(C3(C(NC4C=CC(C(O)C5C=CC=CC=5OC)=CN=4)=O)CC3)=CC=2OC1.[O:32]1[C:36]2[CH:37]=[CH:38][C:39]([C:41]3([C:44]([NH:46][C:47]4[CH:52]=[CH:51][C:50]([CH:53]([O:62][CH2:63][CH2:64][CH2:65]O)[C:54]5[CH:59]=[CH:58][CH:57]=[CH:56][C:55]=5[O:60][CH3:61])=[CH:49][N:48]=4)=[O:45])[CH2:43][CH2:42]3)=[CH:40][C:35]=2[O:34][CH2:33]1, predict the reaction product. (9) Given the reactants Br[C:2]1[N:11]([CH2:12][O:13][CH2:14][CH2:15][Si:16]([CH3:19])([CH3:18])[CH3:17])[C:5]2[CH:6]=[N:7][NH:8][C:9](=[O:10])[C:4]=2[C:3]=1[Cl:20].BrC1N(COCC[Si](C)(C)C)C2C=NNC(=O)C=2C=1.[CH:40]1([CH2:43][O:44][C:45]2[CH:46]=[C:47](B3OC(C)(C)C(C)(C)O3)[CH:48]=[CH:49][C:50]=2[O:51][CH3:52])[CH2:42][CH2:41]1.C1(OC2C=C(B3OC(C)(C)C(C)(C)O3)C=CC=2OC(F)F)CC1, predict the reaction product. The product is: [Cl:20][C:3]1[C:4]2[C:9](=[O:10])[NH:8][N:7]=[CH:6][C:5]=2[N:11]([CH2:12][O:13][CH2:14][CH2:15][Si:16]([CH3:19])([CH3:18])[CH3:17])[C:2]=1[C:47]1[CH:48]=[CH:49][C:50]([O:51][CH3:52])=[C:45]([O:44][CH2:43][CH:40]2[CH2:42][CH2:41]2)[CH:46]=1. (10) Given the reactants Br[C:2]1[CH:7]=[CH:6][C:5](/[CH:8]=[C:9](\Cl)/[C:10]2[CH:15]=[CH:14][C:13]([CH2:16][CH3:17])=[CH:12][CH:11]=2)=[CH:4][CH:3]=1.[OH-].[K+].[O:21]1CCOC[CH2:22]1, predict the reaction product. The product is: [CH2:16]([C:13]1[CH:14]=[CH:15][C:10]([C:9]#[C:8][C:5]2[CH:6]=[CH:7][C:2]([CH:22]=[O:21])=[CH:3][CH:4]=2)=[CH:11][CH:12]=1)[CH3:17].